From a dataset of Catalyst prediction with 721,799 reactions and 888 catalyst types from USPTO. Predict which catalyst facilitates the given reaction. (1) The catalyst class is: 8. Reactant: [C:1]1([C:20]2[CH:25]=[CH:24][CH:23]=[CH:22][CH:21]=2)[C:2]([C:7]([NH:9][C:10]2[S:11][CH:12]=[C:13]([C:15]([O:17]CC)=[O:16])[N:14]=2)=[O:8])=[CH:3][CH:4]=[CH:5][CH:6]=1.[OH-].[Na+]. Product: [C:1]1([C:20]2[CH:25]=[CH:24][CH:23]=[CH:22][CH:21]=2)[C:2]([C:7]([NH:9][C:10]2[S:11][CH:12]=[C:13]([C:15]([OH:17])=[O:16])[N:14]=2)=[O:8])=[CH:3][CH:4]=[CH:5][CH:6]=1. (2) Reactant: C(N(CC)CC)C.Cl.[NH2:9][CH:10]([C:20]1[C:24](=[O:25])[CH2:23][CH2:22][C:21]=1[NH:26][C:27]1[CH:32]=[CH:31][CH:30]=[C:29]([C:33]([F:36])([F:35])[F:34])[CH:28]=1)[C:11]1[CH:18]=[CH:17][C:14]([C:15]#[N:16])=[CH:13][C:12]=1[Br:19].[C:37](N1C=CN=C1)(N1C=CN=C1)=[O:38].O. Product: [Br:19][C:12]1[CH:13]=[C:14]([CH:17]=[CH:18][C:11]=1[CH:10]1[NH:9][C:37](=[O:38])[N:26]([C:27]2[CH:32]=[CH:31][CH:30]=[C:29]([C:33]([F:36])([F:34])[F:35])[CH:28]=2)[C:21]2[CH2:22][CH2:23][C:24](=[O:25])[C:20]1=2)[C:15]#[N:16]. The catalyst class is: 10. (3) Reactant: [Cl:1][C:2]1[CH:7]=[C:6](Cl)[N:5]=[CH:4][N:3]=1.[C:9]1(B(O)O)[CH:14]=[CH:13][CH:12]=[CH:11][CH:10]=1.C(=O)([O-])[O-].[Na+].[Na+].C(#N)C. Product: [Cl:1][C:2]1[CH:7]=[C:6]([C:9]2[CH:14]=[CH:13][CH:12]=[CH:11][CH:10]=2)[N:5]=[CH:4][N:3]=1. The catalyst class is: 189. (4) Reactant: CC(C)([O-])C.[K+].CN(C=O)C.[Cl:12][C:13]1[CH:18]=[CH:17][C:16]([CH2:19][C:20]([O:22][CH3:23])=[O:21])=[CH:15][CH:14]=1.[CH:24]1(Br)[CH2:28][CH2:27][CH2:26][CH2:25]1. Product: [Cl:12][C:13]1[CH:14]=[CH:15][C:16]([CH:19]([CH:24]2[CH2:28][CH2:27][CH2:26][CH2:25]2)[C:20]([O:22][CH3:23])=[O:21])=[CH:17][CH:18]=1. The catalyst class is: 6. (5) Reactant: [C:1]1([CH2:7][C:8]([NH:10][C@@H:11]2[C:35](=[O:36])[N:13]3[C:14]([C:19]([O:21][CH:22]([C:29]4[CH:34]=[CH:33][CH:32]=[CH:31][CH:30]=4)[C:23]4[CH:28]=[CH:27][CH:26]=[CH:25][CH:24]=4)=[O:20])=[C:15]([OH:18])[CH2:16][S:17][C@H:12]23)=[O:9])[CH:6]=[CH:5][CH:4]=[CH:3][CH:2]=1.[CH3:37][S:38](Cl)(=[O:40])=[O:39].C(N(C(C)C)C(C)C)C.O. Product: [C:1]1([CH2:7][C:8]([NH:10][C@@H:11]2[C:35](=[O:36])[N:13]3[C:14]([C:19]([O:21][CH:22]([C:23]4[CH:24]=[CH:25][CH:26]=[CH:27][CH:28]=4)[C:29]4[CH:34]=[CH:33][CH:32]=[CH:31][CH:30]=4)=[O:20])=[C:15]([O:18][S:38]([CH3:37])(=[O:40])=[O:39])[CH2:16][S:17][C@H:12]23)=[O:9])[CH:6]=[CH:5][CH:4]=[CH:3][CH:2]=1. The catalyst class is: 21. (6) Reactant: [NH2:1][C:2]1[N:7]=[C:6]([CH3:8])[C:5]([CH2:9][C:10]2[CH:15]=[CH:14][C:13]([OH:16])=[CH:12][CH:11]=2)=[C:4]([NH:17][CH2:18][CH2:19][CH2:20][CH2:21][CH3:22])[N:3]=1.C([O-])([O-])=O.[Cs+].[Cs+].Cl.[CH3:30][N:31]([CH3:35])[CH2:32][CH2:33]Cl.[Na+].[I-]. Product: [CH3:30][N:31]([CH3:35])[CH2:32][CH2:33][O:16][C:13]1[CH:14]=[CH:15][C:10]([CH2:9][C:5]2[C:4]([NH:17][CH2:18][CH2:19][CH2:20][CH2:21][CH3:22])=[N:3][C:2]([NH2:1])=[N:7][C:6]=2[CH3:8])=[CH:11][CH:12]=1. The catalyst class is: 3. (7) Reactant: [OH-].[Na+].[C:3]([NH:11][C:12]1[CH:31]=[CH:30][CH:29]=[CH:28][C:13]=1[C:14]([NH:16][C:17]1[CH:27]=[CH:26][CH:25]=[CH:24][C:18]=1[C:19]([O:21]CC)=[O:20])=[O:15])(=[O:10])[C:4]1[CH:9]=[CH:8][CH:7]=[CH:6][CH:5]=1. Product: [C:3]([NH:11][C:12]1[CH:31]=[CH:30][CH:29]=[CH:28][C:13]=1[C:14]([NH:16][C:17]1[CH:27]=[CH:26][CH:25]=[CH:24][C:18]=1[C:19]([OH:21])=[O:20])=[O:15])(=[O:10])[C:4]1[CH:5]=[CH:6][CH:7]=[CH:8][CH:9]=1. The catalyst class is: 298. (8) Reactant: Cl.[OH2:2].[NH:3]1[CH2:8][CH2:7][C:6](=O)[CH2:5][CH2:4]1.[F:10][C:11]1[CH:19]=[C:18]([F:20])[CH:17]=[CH:16][C:12]=1[C:13](Cl)=[O:14]. Product: [F:10][C:11]1[CH:19]=[C:18]([F:20])[CH:17]=[CH:16][C:12]=1[C:13]([CH:6]1[CH2:7][CH2:8][NH:3][C:4](=[O:2])[CH2:5]1)=[O:14]. The catalyst class is: 347. (9) Reactant: [CH3:1][N:2]1[C:10]2[C:5](=[N:6][C:7]([C:11](O)=[O:12])=[CH:8][CH:9]=2)[N:4]=[C:3]1[CH2:14][O:15][C:16]1[CH:21]=[CH:20][C:19]([C:22]#[N:23])=[CH:18][CH:17]=1.CN1CCOCC1.F[B-](F)(F)F.N1(OC(N(C)C)=[N+](C)C)C2C=CC=CC=2N=N1.[N:53]1[CH:58]=[CH:57][CH:56]=[CH:55][C:54]=1[NH:59][CH2:60][CH2:61][C:62]([O:64][CH3:65])=[O:63]. Product: [N:53]1[CH:58]=[CH:57][CH:56]=[CH:55][C:54]=1[N:59]([CH2:60][CH2:61][C:62]([O:64][CH3:65])=[O:63])[C:11]([C:7]1[N:6]=[C:5]2[N:4]=[C:3]([CH2:14][O:15][C:16]3[CH:17]=[CH:18][C:19]([C:22]#[N:23])=[CH:20][CH:21]=3)[N:2]([CH3:1])[C:10]2=[CH:9][CH:8]=1)=[O:12]. The catalyst class is: 9. (10) Reactant: [NH:1]1[C:11]2[C:6](=[CH:7][CH:8]=[CH:9][CH:10]=2)[C:4](=O)[C:2]1=[O:3].[H-].[K+].[F:14][C:15]1[CH:22]=[CH:21][C:18]([CH2:19]Br)=[CH:17][CH:16]=1. Product: [F:14][C:15]1[CH:22]=[CH:21][C:18]([CH2:19][N:1]2[C:11]3[C:6](=[CH:7][CH:8]=[CH:9][CH:10]=3)[C:4](=[CH:4][C:6]3[CH:11]=[CH:10][CH:9]=[CH:8][CH:7]=3)[C:2]2=[O:3])=[CH:17][CH:16]=1. The catalyst class is: 9.